Dataset: Forward reaction prediction with 1.9M reactions from USPTO patents (1976-2016). Task: Predict the product of the given reaction. (1) Given the reactants Cl[CH2:2][CH2:3][CH2:4][CH2:5][N:6]1[C:10]2[CH:11]=[CH:12][CH:13]=[CH:14][C:9]=2[N:8]=[N:7]1.[F:15][C:16]([F:30])([F:29])[C:17]1[CH:18]=[C:19]([CH:23]2[CH2:28][CH2:27]CN[CH2:24]2)[CH:20]=[CH:21][CH:22]=1.[CH:31]([N:34](C(C)C)CC)(C)C.[I-].[K+], predict the reaction product. The product is: [N:6]1([CH2:5][CH2:4][CH2:3][CH2:2][N:34]2[CH2:31][CH2:24][CH:23]([C:19]3[CH:20]=[CH:21][CH:22]=[C:17]([C:16]([F:15])([F:29])[F:30])[CH:18]=3)[CH2:28][CH2:27]2)[C:10]2[CH:11]=[CH:12][CH:13]=[CH:14][C:9]=2[N:8]=[N:7]1. (2) Given the reactants [N+:1]([C:4]1[CH:5]=[C:6]2[C:10](=[CH:11][CH:12]=1)[N:9]([C:13]1[CH:14]=[C:15]([CH:21]=[CH:22][CH:23]=1)[C:16]([O:18]CC)=[O:17])[CH:8]=[CH:7]2)([O-:3])=[O:2].[OH-].[Na+].C(O)C, predict the reaction product. The product is: [N+:1]([C:4]1[CH:5]=[C:6]2[C:10](=[CH:11][CH:12]=1)[N:9]([C:13]1[CH:14]=[C:15]([CH:21]=[CH:22][CH:23]=1)[C:16]([OH:18])=[O:17])[CH:8]=[CH:7]2)([O-:3])=[O:2]. (3) Given the reactants C(Cl)(=O)C(Cl)=O.[C:7]([C:11]1[CH:47]=[CH:46][C:14]([CH2:15][O:16][C:17]2[CH:22]=[CH:21][CH:20]=[CH:19][C:18]=2/[CH:23]=[CH:24]/[CH:25]([CH2:37][C:38]2[CH:43]=[CH:42][C:41]([C:44]#[N:45])=[CH:40][CH:39]=2)[CH2:26][CH2:27][C:28]2[CH:36]=[CH:35][C:31]([C:32](O)=[O:33])=[CH:30][CH:29]=2)=[CH:13][CH:12]=1)([CH3:10])([CH3:9])[CH3:8].[NH2:48][NH:49][C:50]([NH2:52])=[S:51], predict the reaction product. The product is: [C:7]([C:11]1[CH:47]=[CH:46][C:14]([CH2:15][O:16][C:17]2[CH:22]=[CH:21][CH:20]=[CH:19][C:18]=2/[CH:23]=[CH:24]/[CH:25]([CH2:37][C:38]2[CH:43]=[CH:42][C:41]([C:44]#[N:45])=[CH:40][CH:39]=2)[CH2:26][CH2:27][C:28]2[CH:29]=[CH:30][C:31]([C:32]([NH:48][NH:49][C:50](=[S:51])[NH2:52])=[O:33])=[CH:35][CH:36]=2)=[CH:13][CH:12]=1)([CH3:8])([CH3:10])[CH3:9]. (4) Given the reactants Cl[CH2:2][C:3]1[CH:4]=[C:5]([CH:15]=[CH:16][CH:17]=1)[O:6][CH2:7][CH2:8][N:9]1[CH2:14][CH2:13][O:12][CH2:11][CH2:10]1.[OH:18][C:19]1[CH:28]=[CH:27][C:22]([C:23]([O:25][CH3:26])=[O:24])=[CH:21][CH:20]=1.C([O-])([O-])=O.[K+].[K+], predict the reaction product. The product is: [O:12]1[CH2:13][CH2:14][N:9]([CH2:8][CH2:7][O:6][C:5]2[CH:4]=[C:3]([CH:17]=[CH:16][CH:15]=2)[CH2:2][O:18][C:19]2[CH:20]=[CH:21][C:22]([C:23]([O:25][CH3:26])=[O:24])=[CH:27][CH:28]=2)[CH2:10][CH2:11]1. (5) Given the reactants [F:1][C:2]1[CH:7]=[CH:6][C:5]([CH:8]=[CH:9][C:10]([OH:12])=[O:11])=[CH:4][CH:3]=1.CI.[C:15](=O)([O-])[O-].[K+].[K+].O, predict the reaction product. The product is: [F:1][C:2]1[CH:3]=[CH:4][C:5]([CH:8]=[CH:9][C:10]([O:12][CH3:15])=[O:11])=[CH:6][CH:7]=1.